Dataset: CYP3A4 inhibition data for predicting drug metabolism from PubChem BioAssay. Task: Regression/Classification. Given a drug SMILES string, predict its absorption, distribution, metabolism, or excretion properties. Task type varies by dataset: regression for continuous measurements (e.g., permeability, clearance, half-life) or binary classification for categorical outcomes (e.g., BBB penetration, CYP inhibition). Dataset: cyp3a4_veith. (1) The molecule is CCc1cc2c(=O)n(CCO)c(CC)nc2s1. The result is 0 (non-inhibitor). (2) The result is 1 (inhibitor). The drug is CCc1cccc(-n2cc(C3CCN(C(=O)OC(C)(C)C)CC3)c(C(=O)Nc3ccc(F)cc3)n2)c1. (3) The compound is O=C1c2ccccc2-c2n[nH]c3cccc1c23. The result is 1 (inhibitor). (4) The drug is C(Cc1nn[nH]n1)c1nn[nH]n1. The result is 0 (non-inhibitor). (5) The molecule is COc1ccc2c(Cc3c4ccccc4cc4ccccc34)cncc2c1O. The result is 1 (inhibitor). (6) The molecule is COc1ccc(Oc2ncc3nc(-c4ccc(F)cc4)c(=O)n(Cc4cccs4)c3n2)cc1. The result is 1 (inhibitor).